From a dataset of Forward reaction prediction with 1.9M reactions from USPTO patents (1976-2016). Predict the product of the given reaction. (1) Given the reactants [C:1]1([CH2:7][C:8]([O:10][CH2:11][CH3:12])=[O:9])[CH:6]=[CH:5][CH:4]=[CH:3][CH:2]=1.[Li+].[CH3:14]C([N-]C(C)C)C.CI.[Br:23][CH2:24][CH2:25][CH2:26]Br.[NH4+].[Cl-].Cl, predict the reaction product. The product is: [Br:23][CH2:24][CH2:25][CH2:26][C:7]([CH3:14])([C:1]1[CH:6]=[CH:5][CH:4]=[CH:3][CH:2]=1)[C:8]([O:10][CH2:11][CH3:12])=[O:9]. (2) Given the reactants [F:1][C:2]([F:32])([F:31])[C:3]1([CH2:7][N:8]2[CH2:13][CH2:12][CH:11]([CH2:14][NH:15][C:16]3[CH:21]=[CH:20][C:19]([C:22]4[CH:27]=[CH:26][C:25]([C:28]([OH:30])=O)=[CH:24][CH:23]=4)=[CH:18][CH:17]=3)[CH2:10][CH2:9]2)[CH2:6][CH2:5][CH2:4]1.CCN=C=NCCCN(C)C.C1C=CC2N(O)N=NC=2C=1.CCN(C(C)C)C(C)C.[NH:63]1[CH2:67][CH2:66][C@H:65]([OH:68])[CH2:64]1, predict the reaction product. The product is: [OH:68][C@H:65]1[CH2:66][CH2:67][N:63]([C:28]([C:25]2[CH:26]=[CH:27][C:22]([C:19]3[CH:18]=[CH:17][C:16]([NH:15][CH2:14][CH:11]4[CH2:10][CH2:9][N:8]([CH2:7][C:3]5([C:2]([F:1])([F:31])[F:32])[CH2:4][CH2:5][CH2:6]5)[CH2:13][CH2:12]4)=[CH:21][CH:20]=3)=[CH:23][CH:24]=2)=[O:30])[CH2:64]1. (3) Given the reactants [CH:1]1([CH2:4][C:5]([O:7][CH3:8])=[O:6])[CH2:3][CH2:2]1.[Li+].[CH3:10]C([N-]C(C)C)C, predict the reaction product. The product is: [CH:1]1([CH:4]([CH3:10])[C:5]([O:7][CH3:8])=[O:6])[CH2:3][CH2:2]1. (4) Given the reactants [N:1]1[CH:6]=[CH:5][CH:4]=[CH:3][C:2]=1[C:7]1[N:11]=[C:10]([C:12]2[CH:17]=[C:16]([C:18]#[N:19])[CH:15]=[C:14](Br)[CH:13]=2)[O:9][N:8]=1.[NH2:21][C:22]1[CH:23]=[C:24](B(O)O)[CH:25]=[CH:26][CH:27]=1.COCCOC.C(=O)([O-])[O-].[Na+].[Na+], predict the reaction product. The product is: [N:1]1[CH:6]=[CH:5][CH:4]=[CH:3][C:2]=1[C:7]1[N:11]=[C:10]([C:12]2[CH:13]=[C:14]([C:26]3[CH:25]=[CH:24][CH:23]=[C:22]([NH2:21])[CH:27]=3)[CH:15]=[C:16]([C:18]#[N:19])[CH:17]=2)[O:9][N:8]=1. (5) Given the reactants [CH2:1](Br)[C:2]1[CH:7]=[CH:6][CH:5]=[CH:4][CH:3]=1.[Br:9][C:10]1[CH:15]=[CH:14][C:13]([C:16]2([OH:22])[CH2:21][CH2:20][NH:19][CH2:18][CH2:17]2)=[CH:12][CH:11]=1.C([O-])([O-])=O.[K+].[K+], predict the reaction product. The product is: [Br:9][C:10]1[CH:15]=[CH:14][C:13]([C:16]2([OH:22])[CH2:17][CH2:18][N:19]([CH2:1][C:2]3[CH:7]=[CH:6][CH:5]=[CH:4][CH:3]=3)[CH2:20][CH2:21]2)=[CH:12][CH:11]=1. (6) Given the reactants Cl[C:2]1[C:11]2[C:6](=[CH:7][CH:8]=[CH:9][CH:10]=2)[C:5]([C:12]2[CH:17]=[CH:16][C:15]([Cl:18])=[CH:14][CH:13]=2)=[N:4][N:3]=1.O.C1(C)C=CC(S(O)(=O)=O)=CC=1.[N:31]1[C:40]2[C:35](=[N:36][CH:37]=[CH:38][CH:39]=2)[C:34]([S:41][C:42]2[CH:47]=[CH:46][C:45]([NH2:48])=[CH:44][CH:43]=2)=[CH:33][CH:32]=1, predict the reaction product. The product is: [N:31]1[C:40]2[C:35](=[N:36][CH:37]=[CH:38][CH:39]=2)[C:34]([S:41][C:42]2[CH:47]=[CH:46][C:45]([NH:48][C:2]3[C:11]4[C:6](=[CH:7][CH:8]=[CH:9][CH:10]=4)[C:5]([C:12]4[CH:17]=[CH:16][C:15]([Cl:18])=[CH:14][CH:13]=4)=[N:4][N:3]=3)=[CH:44][CH:43]=2)=[CH:33][CH:32]=1. (7) The product is: [CH:16]1(/[CH:9]=[CH:8]/[C@H:7]([C@@H:6]2[O:5][C:4](=[O:11])[C@H:3]([O:12][CH3:13])[C@@H:2]2[OH:1])[OH:10])[CH2:20][CH2:19][CH2:18][CH2:17]1. Given the reactants [OH:1][C@@H:2]1[C@H:6]([C@H:7]([OH:10])[CH:8]=[CH2:9])[O:5][C:4](=[O:11])[C@@H:3]1[O:12][CH3:13].C([CH:16]1[CH2:20][CH2:19][CH2:18][CH2:17]1)=C, predict the reaction product. (8) Given the reactants Br.[Br:2][CH2:3][CH2:4][CH2:5][NH2:6].[O:7](C(OC(C)(C)C)=O)[C:8]([O:10][C:11]([CH3:14])([CH3:13])[CH3:12])=O.C([O-])([O-])=O.[K+].[K+], predict the reaction product. The product is: [Br:2][CH2:3][CH2:4][CH2:5][NH:6][C:8](=[O:7])[O:10][C:11]([CH3:14])([CH3:13])[CH3:12].